From a dataset of Full USPTO retrosynthesis dataset with 1.9M reactions from patents (1976-2016). Predict the reactants needed to synthesize the given product. (1) Given the product [CH2:1]([O:3][C:4](=[O:23])[C:5]1[CH:10]=[CH:9][C:8]([NH:11][C:12]2[CH:17]=[CH:16][CH:15]=[C:14]([CH2:18][OH:19])[CH:13]=2)=[C:7]([NH2:20])[CH:6]=1)[CH3:2], predict the reactants needed to synthesize it. The reactants are: [CH2:1]([O:3][C:4](=[O:23])[C:5]1[CH:10]=[CH:9][C:8]([NH:11][C:12]2[CH:17]=[CH:16][CH:15]=[C:14]([CH2:18][OH:19])[CH:13]=2)=[C:7]([N+:20]([O-])=O)[CH:6]=1)[CH3:2]. (2) Given the product [C:11]([C:15]1[CH:20]=[CH:19][C:18]([S:21]([NH:1][C:2]2[CH:10]=[CH:9][CH:8]=[CH:7][C:3]=2[C:4]([NH2:6])=[O:5])(=[O:23])=[O:22])=[CH:17][CH:16]=1)([CH3:14])([CH3:12])[CH3:13], predict the reactants needed to synthesize it. The reactants are: [NH2:1][C:2]1[CH:10]=[CH:9][CH:8]=[CH:7][C:3]=1[C:4]([NH2:6])=[O:5].[C:11]([C:15]1[CH:20]=[CH:19][C:18]([S:21](Cl)(=[O:23])=[O:22])=[CH:17][CH:16]=1)([CH3:14])([CH3:13])[CH3:12]. (3) Given the product [F:2][C:3]1[CH:4]=[C:5]([CH:9]2[CH2:14][CH2:13][CH2:12][N:11]([CH2:32][CH2:33][C:34]3[CH:39]=[CH:38][CH:37]=[CH:36][C:35]=3[N:40]3[CH2:45][CH2:44][CH2:43][CH2:42][C:41]3=[O:46])[CH2:10]2)[CH:6]=[CH:7][CH:8]=1, predict the reactants needed to synthesize it. The reactants are: Cl.[F:2][C:3]1[CH:4]=[C:5]([CH:9]2[CH2:14][CH2:13][CH2:12][NH:11][CH2:10]2)[CH:6]=[CH:7][CH:8]=1.C([O-])([O-])=O.[K+].[K+].CC1C=CC(S(O[CH2:32][CH2:33][C:34]2[CH:39]=[CH:38][CH:37]=[CH:36][C:35]=2[N:40]2[CH2:45][CH2:44][CH2:43][CH2:42][C:41]2=[O:46])(=O)=O)=CC=1. (4) Given the product [CH3:29][O:28][C:23]1[CH:24]=[CH:25][CH:26]=[CH:27][C:22]=1[NH:1][C:2]1[CH:3]=[CH:4][C:5]2[C:11](=[O:12])[C:10]3[CH:13]=[CH:14][C:15]([N+:17]([O-:19])=[O:18])=[CH:16][C:9]=3[CH2:8][O:7][C:6]=2[CH:20]=1, predict the reactants needed to synthesize it. The reactants are: [NH2:1][C:2]1[CH:3]=[CH:4][C:5]2[C:11](=[O:12])[C:10]3[CH:13]=[CH:14][C:15]([N+:17]([O-:19])=[O:18])=[CH:16][C:9]=3[CH2:8][O:7][C:6]=2[CH:20]=1.Br[C:22]1[CH:27]=[CH:26][CH:25]=[CH:24][C:23]=1[O:28][CH3:29].C1(P(C2CCCCC2)C2C=CC=CC=2C2C(C(C)C)=CC(C(C)C)=CC=2C(C)C)CCCCC1.CC([O-])(C)C.[K+]. (5) Given the product [C:9]1([CH3:13])[CH:10]=[CH:11][CH:12]=[C:7]([C:5]2[NH:4][C:3]3[C:14]([OH:16])=[N:21][C:20]([OH:19])=[N:1][C:2]=3[CH:6]=2)[CH:8]=1, predict the reactants needed to synthesize it. The reactants are: [NH2:1][C:2]1[CH:6]=[C:5]([C:7]2[CH:8]=[C:9]([CH3:13])[CH:10]=[CH:11][CH:12]=2)[NH:4][C:3]=1[C:14]([O:16]CC)=O.[O-:19][C:20]#[N:21].[K+].[OH-].[Na+].Cl. (6) Given the product [CH3:11][C:10]1[C:6]([CH2:5][C:4]([O:3][CH3:2])=[O:12])=[N:7][N:8]([CH2:14][C:15]([O:17][C:18]([CH3:21])([CH3:20])[CH3:19])=[O:16])[CH:9]=1, predict the reactants needed to synthesize it. The reactants are: Cl.[CH3:2][O:3][C:4](=[O:12])[CH2:5][C:6]1[C:10]([CH3:11])=[CH:9][NH:8][N:7]=1.Br[CH2:14][C:15]([O:17][C:18]([CH3:21])([CH3:20])[CH3:19])=[O:16].C(=O)([O-])[O-].[Cs+].[Cs+]. (7) Given the product [OH:14][C:11]1[CH:12]=[CH:13][C:8]([C:5]2[CH:6]=[CH:7][C:2]([C:18]3[S:22][C:21]([C:23]([OH:25])=[O:24])=[CH:20][CH:19]=3)=[CH:3][CH:4]=2)=[CH:9][CH:10]=1, predict the reactants needed to synthesize it. The reactants are: Br[C:2]1[CH:7]=[CH:6][C:5]([C:8]2[CH:13]=[CH:12][C:11]([OH:14])=[CH:10][CH:9]=2)=[CH:4][CH:3]=1.B([C:18]1[S:22][C:21]([C:23]([OH:25])=[O:24])=[CH:20][CH:19]=1)(O)O. (8) Given the product [C:1]([CH:5]1[CH2:10][CH2:9][N:8]([S:11]([C:14]2[CH:19]=[CH:18][C:17]([NH2:20])=[CH:16][CH:15]=2)(=[O:13])=[O:12])[CH2:7][CH2:6]1)([CH3:4])([CH3:2])[CH3:3], predict the reactants needed to synthesize it. The reactants are: [C:1]([CH:5]1[CH2:10][CH2:9][N:8]([S:11]([C:14]2[CH:19]=[CH:18][C:17]([N+:20]([O-])=O)=[CH:16][CH:15]=2)(=[O:13])=[O:12])[CH2:7][CH2:6]1)([CH3:4])([CH3:3])[CH3:2].CO.[BH4-].[Na+].